From a dataset of Catalyst prediction with 721,799 reactions and 888 catalyst types from USPTO. Predict which catalyst facilitates the given reaction. (1) Reactant: [H-].[Al+3].[Li+].[H-].[H-].[H-].[Cl-].[Cl-].[Cl-].[Al+3].[CH3:11][O:12][C:13]1[CH:18]=[CH:17][C:16]([NH:19][C:20](=O)[C:21](=O)[C:22]2[C:30]3[CH:29]=[CH:28][CH:27]=[CH:26][C:25]=3[N:24]3[CH2:31][CH2:32][NH:33][CH2:34][CH2:35][C:23]=23)=[CH:15][CH:14]=1. Product: [CH3:11][O:12][C:13]1[CH:14]=[CH:15][C:16]([NH:19][CH2:20][CH2:21][C:22]2[C:30]3[CH:29]=[CH:28][CH:27]=[CH:26][C:25]=3[N:24]3[CH2:31][CH2:32][NH:33][CH2:34][CH2:35][C:23]=23)=[CH:17][CH:18]=1. The catalyst class is: 1. (2) Reactant: Cl.[CH2:2]([N:9]([CH:33]([CH3:35])[CH3:34])[CH2:10][C:11]([C:13]1[C:17]([CH3:18])=[C:16]([C:19]2[CH:24]=[CH:23][C:22]([Cl:25])=[CH:21][CH:20]=2)[N:15]([C:26]2[CH:31]=[CH:30][CH:29]=[CH:28][C:27]=2[Cl:32])[N:14]=1)=[O:12])[C:3]1[CH:8]=[CH:7][CH:6]=[CH:5][CH:4]=1.[BH4-].[Na+]. Product: [CH2:2]([N:9]([CH:33]([CH3:35])[CH3:34])[CH2:10][CH:11]([C:13]1[C:17]([CH3:18])=[C:16]([C:19]2[CH:24]=[CH:23][C:22]([Cl:25])=[CH:21][CH:20]=2)[N:15]([C:26]2[CH:31]=[CH:30][CH:29]=[CH:28][C:27]=2[Cl:32])[N:14]=1)[OH:12])[C:3]1[CH:8]=[CH:7][CH:6]=[CH:5][CH:4]=1. The catalyst class is: 8.